Predict which catalyst facilitates the given reaction. From a dataset of Catalyst prediction with 721,799 reactions and 888 catalyst types from USPTO. (1) Reactant: [C:1]([C:5]1[CH:9]=[C:8]([C:10]([O:12]CC)=[O:11])[N:7]([CH2:15][C:16]([N:18]([CH3:20])[CH3:19])=[O:17])[N:6]=1)([CH3:4])([CH3:3])[CH3:2].[OH-].[Li+]. Product: [C:1]([C:5]1[CH:9]=[C:8]([C:10]([OH:12])=[O:11])[N:7]([CH2:15][C:16]([N:18]([CH3:20])[CH3:19])=[O:17])[N:6]=1)([CH3:4])([CH3:2])[CH3:3]. The catalyst class is: 20. (2) Reactant: [CH3:1][CH2:2][O:3][C:4]([C:6]1[CH:11]([C:12]2[CH:13]=[CH:14][CH:15]=[CH:16][C:17]=2[Cl:18])[C:10]([C:19]([O:21][CH3:22])=[O:20])=[C:9]([CH3:23])[NH:8][C:7]=1[CH2:24][O:25][CH2:26][CH2:27][NH2:28])=[O:5].[O:29]=[C:30]1[O:34][C@H:33]([C:35]([OH:37])=[O:36])[CH2:32][CH2:31]1. Product: [CH3:1][CH2:2][O:3][C:4]([C:6]1[CH:11]([C:12]2[CH:13]=[CH:14][CH:15]=[CH:16][C:17]=2[Cl:18])[C:10]([C:19]([O:21][CH3:22])=[O:20])=[C:9]([CH3:23])[NH:8][C:7]=1[CH2:24][O:25][CH2:26][CH2:27][NH2:28])=[O:5].[O:29]=[C:30]1[O:34][C@H:33]([C:35]([O-:37])=[O:36])[CH2:32][CH2:31]1. The catalyst class is: 13. (3) Reactant: O[CH2:2][C@@H:3]1[NH:7][C:6](=[O:8])[CH2:5][CH2:4]1.[Cl:9][C:10]1[CH:18]=[CH:17][CH:16]=[C:15]2[C:11]=1[C:12]([C:19]([NH:21][CH2:22][CH:23]1[CH2:28][CH2:27][C:26]([F:30])([F:29])[CH2:25][CH2:24]1)=[O:20])=[CH:13][NH:14]2. Product: [Cl:9][C:10]1[CH:18]=[CH:17][CH:16]=[C:15]2[C:11]=1[C:12]([C:19]([NH:21][CH2:22][CH:23]1[CH2:28][CH2:27][C:26]([F:29])([F:30])[CH2:25][CH2:24]1)=[O:20])=[CH:13][N:14]2[CH2:2][C@H:3]1[CH2:4][CH2:5][C:6](=[O:8])[NH:7]1. The catalyst class is: 11. (4) Reactant: [F:1][C:2]1[CH:7]=[CH:6][CH:5]=[CH:4][C:3]=1B(O)O.C([O-])([O-])=O.[K+].[K+].[Cl:17][C:18]1[CH:23]=[CH:22][C:21]([C:24]2[C:29](C3C=CC(Cl)=CC=3Cl)=[CH:28][N:27]3[C:38]([CH2:41][C:42]4[CH:43]=[N:44][C:45]([C:48]([F:51])([F:50])[F:49])=[CH:46][CH:47]=4)=[N:39][N:40]=[C:26]3[CH:25]=2)=[CH:20][CH:19]=1.O1CCO[CH2:54][CH2:53]1. Product: [Cl:17][C:18]1[CH:19]=[CH:20][C:21]([C:24]2[C:29]([C:3]3[CH:4]=[CH:5][CH:6]=[CH:7][C:2]=3[F:1])=[CH:28][N:27]3[C:38]([CH2:41][C:42]4[C:43]([CH2:53][CH3:54])=[N:44][C:45]([C:48]([F:49])([F:51])[F:50])=[CH:46][CH:47]=4)=[N:39][N:40]=[C:26]3[CH:25]=2)=[CH:22][CH:23]=1. The catalyst class is: 257. (5) Reactant: [NH2:1][S:2]([C:5]1[CH:6]=[C:7]([CH:11]=[CH:12][CH:13]=1)[C:8]([OH:10])=O)(=[O:4])=[O:3].C1N=CN(C(N2C=NC=C2)=O)C=1.[NH:26]1[CH2:31][CH2:30][O:29][CH2:28][CH2:27]1. Product: [N:26]1([C:8]([C:7]2[CH:6]=[C:5]([S:2]([NH2:1])(=[O:3])=[O:4])[CH:13]=[CH:12][CH:11]=2)=[O:10])[CH2:31][CH2:30][O:29][CH2:28][CH2:27]1. The catalyst class is: 1. (6) Reactant: Cl.[NH2:2][NH2:3].II.C(OC(=O)[N:12]([CH2:41][CH3:42])[CH2:13][C:14]1[CH:15]=[N:16][CH:17]=[C:18]([C:21]2[CH:22]=[C:23]3[C:27](=[CH:28][CH:29]=2)[N:26](C2CCCCO2)[N:25]=[C:24]3[CH:36]=[CH:37][C:38](=O)[CH3:39])[C:19]=1[CH3:20])(C)(C)C. Product: [CH2:41]([NH:12][CH2:13][C:14]1[CH:15]=[N:16][CH:17]=[C:18]([C:21]2[CH:22]=[C:23]3[C:27](=[CH:28][CH:29]=2)[NH:26][N:25]=[C:24]3[C:36]2[NH:2][N:3]=[C:38]([CH3:39])[CH:37]=2)[C:19]=1[CH3:20])[CH3:42]. The catalyst class is: 14.